Dataset: Catalyst prediction with 721,799 reactions and 888 catalyst types from USPTO. Task: Predict which catalyst facilitates the given reaction. Reactant: [CH3:1][C@H:2]1[CH2:7][CH2:6][CH2:5][CH2:4][N:3]1[C:8]1[N:12]2[CH:13]=[C:14]([O:17][C@H:18]3[C:27]4[C:22](=[CH:23][CH:24]=[CH:25][CH:26]=4)[C@@H:21]([NH2:28])[CH2:20][CH2:19]3)[CH:15]=[CH:16][C:11]2=[N:10][N:9]=1.ClC(Cl)(Cl)C[O:32][C:33](=O)[NH:34][C:35]1[N:39]([C:40]2[CH:41]=[N:42][N:43]([CH2:45][CH2:46][O:47][CH:48]3[CH2:53][CH2:52][CH2:51][CH2:50][O:49]3)[CH:44]=2)[N:38]=[C:37]([C:54]([CH3:57])([CH3:56])[CH3:55])[CH:36]=1.CCN(C(C)C)C(C)C. Product: [C:54]([C:37]1[CH:36]=[C:35]([NH:34][C:33]([NH:28][C@@H:21]2[C:22]3[C:27](=[CH:26][CH:25]=[CH:24][CH:23]=3)[C@H:18]([O:17][C:14]3[CH:15]=[CH:16][C:11]4[N:12]([C:8]([N:3]5[CH2:4][CH2:5][CH2:6][CH2:7][C@@H:2]5[CH3:1])=[N:9][N:10]=4)[CH:13]=3)[CH2:19][CH2:20]2)=[O:32])[N:39]([C:40]2[CH:41]=[N:42][N:43]([CH2:45][CH2:46][O:47][CH:48]3[CH2:53][CH2:52][CH2:51][CH2:50][O:49]3)[CH:44]=2)[N:38]=1)([CH3:57])([CH3:55])[CH3:56]. The catalyst class is: 12.